This data is from TCR-epitope binding with 47,182 pairs between 192 epitopes and 23,139 TCRs. The task is: Binary Classification. Given a T-cell receptor sequence (or CDR3 region) and an epitope sequence, predict whether binding occurs between them. (1) The epitope is VTIAEILLI. The TCR CDR3 sequence is CASSFGGQGNYGYTF. Result: 0 (the TCR does not bind to the epitope). (2) The epitope is HSKKKCDEL. The TCR CDR3 sequence is CASSRRGATTSTDTQYF. Result: 1 (the TCR binds to the epitope). (3) Result: 0 (the TCR does not bind to the epitope). The epitope is AVFDRKSDAK. The TCR CDR3 sequence is CASSQVGPYYGYTF. (4) The epitope is YSEHPTFTSQY. The TCR CDR3 sequence is CSVVGRYYEQYF. Result: 1 (the TCR binds to the epitope).